This data is from Reaction yield outcomes from USPTO patents with 853,638 reactions. The task is: Predict the reaction yield, written as a fraction of the theoretical maximum amount of product (1.0 means a 100% yield; for example, 0.34 means a 34% yield). (1) The reactants are [CH3:1][C:2]1([CH3:23])[NH:7][C:6](=[O:8])[C:5]2[S:9][C:10]([N:12]3[C:17]4[CH:18]=[C:19]([OH:22])[CH:20]=[CH:21][C:16]=4[O:15][CH2:14][CH2:13]3)=[N:11][C:4]=2[CH2:3]1.F[C:25]1[CH:30]=[CH:29][CH:28]=[C:27]([C:31]([NH2:33])=[O:32])[N:26]=1.CC(C)([O-])C.[Na+]. The catalyst is C1COCC1. The product is [CH3:1][C:2]1([CH3:23])[NH:7][C:6](=[O:8])[C:5]2[S:9][C:10]([N:12]3[C:17]4[CH:18]=[C:19]([O:22][C:25]5[N:26]=[C:27]([C:31]([NH2:33])=[O:32])[CH:28]=[CH:29][CH:30]=5)[CH:20]=[CH:21][C:16]=4[O:15][CH2:14][CH2:13]3)=[N:11][C:4]=2[CH2:3]1. The yield is 0.120. (2) The reactants are [OH-].[K+].[CH3:3][O:4][C:5](=[CH:10][C:11]1[CH:16]=[CH:15][CH:14]=[C:13]([N+:17]([O-:19])=[O:18])[CH:12]=1)[C:6]([O:8]C)=[O:7]. The catalyst is O.CO. The product is [CH3:3][O:4][C:5](=[CH:10][C:11]1[CH:16]=[CH:15][CH:14]=[C:13]([N+:17]([O-:19])=[O:18])[CH:12]=1)[C:6]([OH:8])=[O:7]. The yield is 0.840. (3) The reactants are [F:1][C:2]1[CH:7]=[C:6]([N:8]2[CH:13]=[CH:12][CH:11]=[CH:10][C:9]2=[O:14])[CH:5]=[CH:4][C:3]=1[CH:15]([C:20]([C:22]1[N:26]([C:27]2[CH:32]=[CH:31][C:30]([O:33][CH3:34])=[CH:29][CH:28]=2)[N:25]=[C:24]([C:35]([F:38])([F:37])[F:36])[CH:23]=1)=[O:21])C(OC)=O.S(O)(O)(=O)=O. The catalyst is CO. The product is [F:1][C:2]1[CH:7]=[C:6]([N:8]2[CH:13]=[CH:12][CH:11]=[CH:10][C:9]2=[O:14])[CH:5]=[CH:4][C:3]=1[CH2:15][C:20]([C:22]1[N:26]([C:27]2[CH:28]=[CH:29][C:30]([O:33][CH3:34])=[CH:31][CH:32]=2)[N:25]=[C:24]([C:35]([F:38])([F:37])[F:36])[CH:23]=1)=[O:21]. The yield is 0.520. (4) The reactants are [CH3:1][C:2]1[C:3]([NH:15][C:16]2[CH:26]=[CH:25][C:19]([C:20]([O:22][CH2:23][CH3:24])=[O:21])=[CH:18][CH:17]=2)=[CH:4][C:5]2[C:6]([CH3:14])([CH3:13])[CH2:7][CH:8]=[C:9]([CH3:12])[C:10]=2[CH:11]=1.[CH:27](=O)[CH2:28][CH3:29]. No catalyst specified. The product is [CH2:27]([N:15]([C:3]1[C:2]([CH3:1])=[CH:11][C:10]2[C:9]([CH3:12])=[CH:8][CH2:7][C:6]([CH3:14])([CH3:13])[C:5]=2[CH:4]=1)[C:16]1[CH:17]=[CH:18][C:19]([C:20]([O:22][CH2:23][CH3:24])=[O:21])=[CH:25][CH:26]=1)[CH2:28][CH3:29]. The yield is 0.410. (5) The reactants are [H-].[Na+].[CH2:3]([C:5]1[C:9]2[CH:10]=[CH:11][CH:12]=[CH:13][C:8]=2[O:7][C:6]=1[CH:14]([NH:16][S@@:17]([C:19]([CH3:22])([CH3:21])[CH3:20])=[O:18])[CH3:15])[CH3:4].[CH3:23]I. The catalyst is CN(C=O)C. The product is [CH3:23][N:16]([C@@H:14]([C:6]1[O:7][C:8]2[CH:13]=[CH:12][CH:11]=[CH:10][C:9]=2[C:5]=1[CH2:3][CH3:4])[CH3:15])[S@@:17]([C:19]([CH3:20])([CH3:22])[CH3:21])=[O:18]. The yield is 0.990. (6) The reactants are [CH2:1]([C@H:8]([C@H:24]([C@@H:29](O)[CH3:30])CCCC)[CH2:9][CH2:10][CH2:11][C@H:12]([NH:16][C:17]([O:19][C:20]([CH3:23])([CH3:22])[CH3:21])=[O:18])[C:13]([OH:15])=[O:14])[C:2]1[CH:7]=[CH:6][CH:5]=[CH:4][CH:3]=1.[CH3:32][C:33]1C=CC=[C:35]([N+]([O-])=O)[C:34]=1C(OC([C:34]1[C:35]([N+]([O-])=O)=CC=C[C:33]=1[CH3:32])=O)=O. The catalyst is C(Cl)Cl.CN(C1C=CN=CC=1)C. The product is [C:20]([O:19][C:17](=[O:18])[NH:16][C@H:12]1[CH2:11][CH2:10][CH2:9][C@H:8]([CH2:1][C:2]2[CH:3]=[CH:4][CH:5]=[CH:6][CH:7]=2)[C@@H:24]([CH2:32][CH2:33][CH2:34][CH3:35])[C@H:29]([CH3:30])[O:15][C:13]1=[O:14])([CH3:21])([CH3:22])[CH3:23]. The yield is 0.707.